Dataset: Full USPTO retrosynthesis dataset with 1.9M reactions from patents (1976-2016). Task: Predict the reactants needed to synthesize the given product. (1) Given the product [CH3:53][O:52][C:51](=[O:54])[NH:50][C@@H:46]([CH:47]([CH3:49])[CH3:48])[C:45]([N:39]1[C@H:38]([C:36]2[NH:37][C:33]([C:28]3[CH:27]=[CH:26][C:25]4[C:30](=[CH:31][CH:32]=[C:23]([C:20]5[CH:19]=[CH:18][C:17]([C:14]6[NH:13][C:12]([C@@H:7]7[C@@H:8]8[CH2:11][C@@H:5]([CH2:10][CH2:9]8)[N:6]7[C:62](=[O:63])[C@@H:61]([NH:65][C:66]([O:68][CH3:69])=[O:67])[CH2:60][CH2:59][O:58][CH:57]([F:70])[F:56])=[N:16][CH:15]=6)=[CH:22][CH:21]=5)[CH:24]=4)[CH:29]=3)=[CH:34][N:35]=2)[CH2:44][C:41]2([CH2:42][CH2:43]2)[CH2:40]1)=[O:55], predict the reactants needed to synthesize it. The reactants are: Cl.Cl.Cl.Cl.[C@H:5]12[CH2:11][C@H:8]([CH2:9][CH2:10]1)[C@@H:7]([C:12]1[NH:13][C:14]([C:17]3[CH:22]=[CH:21][C:20]([C:23]4[CH:24]=[C:25]5[C:30](=[CH:31][CH:32]=4)[CH:29]=[C:28]([C:33]4[NH:37][C:36]([C@@H:38]6[CH2:44][C:41]7([CH2:43][CH2:42]7)[CH2:40][N:39]6[C:45](=[O:55])[C@@H:46]([NH:50][C:51](=[O:54])[O:52][CH3:53])[CH:47]([CH3:49])[CH3:48])=[N:35][CH:34]=4)[CH:27]=[CH:26]5)=[CH:19][CH:18]=3)=[CH:15][N:16]=1)[NH:6]2.[F:56][CH:57]([F:70])[O:58][CH2:59][CH2:60][C@H:61]([NH:65][C:66]([O:68][CH3:69])=[O:67])[C:62](O)=[O:63].Cl.CN(C)CCCN=C=NCC.O.OC1C2N=NNC=2C=CC=1.CN1CCOCC1. (2) The reactants are: [Cl:1][C:2]1[CH:32]=[CH:31][C:5]([CH2:6][CH2:7][NH:8][C:9]([C:11]2[CH:30]=[CH:29][C:14]([O:15][C:16]3[CH:21]=[CH:20][C:19]([CH2:22][C:23]([O:25][CH2:26][CH3:27])=[O:24])=[CH:18][C:17]=3Br)=[CH:13][CH:12]=2)=[O:10])=[CH:4][CH:3]=1.[CH2:33]([Zn]CC)[CH3:34]. Given the product [Cl:1][C:2]1[CH:32]=[CH:31][C:5]([CH2:6][CH2:7][NH:8][C:9]([C:11]2[CH:30]=[CH:29][C:14]([O:15][C:16]3[CH:21]=[CH:20][C:19]([CH2:22][C:23]([O:25][CH2:26][CH3:27])=[O:24])=[CH:18][C:17]=3[CH2:33][CH3:34])=[CH:13][CH:12]=2)=[O:10])=[CH:4][CH:3]=1, predict the reactants needed to synthesize it. (3) Given the product [Br:1][C:2]1[CH:3]=[C:4]2[C:8](=[CH:9][CH:10]=1)[N:7]([C:11]([O:13][C:14]([CH3:17])([CH3:16])[CH3:15])=[O:12])[CH:6]=[CH:5]2, predict the reactants needed to synthesize it. The reactants are: [Br:1][C:2]1[CH:3]=[C:4]2[C:8](=[CH:9][CH:10]=1)[NH:7][CH:6]=[CH:5]2.[C:11](O[C:11]([O:13][C:14]([CH3:17])([CH3:16])[CH3:15])=[O:12])([O:13][C:14]([CH3:17])([CH3:16])[CH3:15])=[O:12].C(O)(=O)CC(CC(O)=O)(C(O)=O)O. (4) Given the product [Cl:30][C:27]1[CH:28]=[C:29]2[C:24](=[C:25]([Cl:31])[CH:26]=1)[CH2:23][N:22]([CH3:32])[CH2:21][CH:20]2[C:17]1[CH:16]=[CH:15][C:14]([S:11]([NH:10][CH2:9][CH2:8][O:7][CH2:6][CH2:5][O:4][CH2:3][CH2:2][NH:1][C:35](=[O:37])[CH:34]([OH:33])[CH:45]([OH:56])[C:46]([NH:1][CH2:2][CH2:3][O:4][CH2:5][CH2:6][O:7][CH2:8][CH2:9][NH:10][S:11]([C:14]2[CH:15]=[CH:16][C:17]([CH:20]3[C:29]4[C:24](=[C:25]([Cl:31])[CH:26]=[C:27]([Cl:30])[CH:28]=4)[CH2:23][N:22]([CH3:32])[CH2:21]3)=[CH:18][CH:19]=2)(=[O:13])=[O:12])=[O:48])(=[O:13])=[O:12])=[CH:19][CH:18]=1, predict the reactants needed to synthesize it. The reactants are: [NH2:1][CH2:2][CH2:3][O:4][CH2:5][CH2:6][O:7][CH2:8][CH2:9][NH:10][S:11]([C:14]1[CH:19]=[CH:18][C:17]([CH:20]2[C:29]3[C:24](=[C:25]([Cl:31])[CH:26]=[C:27]([Cl:30])[CH:28]=3)[CH2:23][N:22]([CH3:32])[CH2:21]2)=[CH:16][CH:15]=1)(=[O:13])=[O:12].[OH:33][CH:34]([CH:45]([OH:56])[C:46]([O:48]N1C(=O)CCC1=O)=O)[C:35]([O:37]N1C(=O)CCC1=O)=O. (5) Given the product [CH3:17][C:16]([CH3:19])([CH3:18])[C:15](=[O:20])[CH2:14][NH:13][C:12]([C:9]1[CH:10]=[CH:11][C:6]([CH:5]([NH:23][C:24]2[CH:25]=[CH:26][C:27]([C:28]([O:30][CH3:31])=[O:29])=[CH:32][CH:33]=2)[CH2:4][CH2:3][C:2]([F:35])([F:34])[F:1])=[C:7]([CH3:22])[CH:8]=1)=[O:21], predict the reactants needed to synthesize it. The reactants are: [F:1][C:2]([F:35])([F:34])[CH2:3][CH2:4][CH:5]([NH:23][C:24]1[CH:33]=[CH:32][C:27]([C:28]([O:30][CH3:31])=[O:29])=[CH:26][CH:25]=1)[C:6]1[CH:11]=[CH:10][C:9]([C:12](=[O:21])[NH:13][CH2:14][CH:15]([OH:20])[C:16]([CH3:19])([CH3:18])[CH3:17])=[CH:8][C:7]=1[CH3:22].CC(OI1(OC(C)=O)(OC(C)=O)OC(=O)C2C=CC=CC1=2)=O.C(=O)([O-])O.[Na+].S([O-])([O-])(=O)=S.[Na+].[Na+].